From a dataset of Forward reaction prediction with 1.9M reactions from USPTO patents (1976-2016). Predict the product of the given reaction. (1) Given the reactants Cl[C:2]1[CH:7]=[C:6]([Cl:8])[N:5]=[C:4]([NH2:9])[N:3]=1.[O:10]1[CH2:15][CH2:14][CH:13]([NH2:16])[CH2:12][CH2:11]1.CCN(C(C)C)C(C)C, predict the reaction product. The product is: [Cl:8][C:6]1[N:5]=[C:4]([NH2:9])[N:3]=[C:2]([NH:16][CH:13]2[CH2:14][CH2:15][O:10][CH2:11][CH2:12]2)[CH:7]=1. (2) Given the reactants [C:1]([C:4]1[CH:5]=[C:6]([N:11]2[C:15](=[O:16])[CH2:14][S:13][C:12]2=[S:17])[CH:7]=[CH:8][C:9]=1[Cl:10])([OH:3])=[O:2].S(=O)(=O)(O)O.[CH3:23]O, predict the reaction product. The product is: [CH3:23][O:2][C:1]([C:4]1[CH:5]=[C:6]([N:11]2[C:15](=[O:16])[CH2:14][S:13][C:12]2=[S:17])[CH:7]=[CH:8][C:9]=1[Cl:10])=[O:3]. (3) Given the reactants [CH2:1]([NH:4][C:5]1[S:6][C:7]2[CH:13]=[C:12]([O:14][C:15]([F:18])([F:17])[F:16])[CH:11]=[CH:10][C:8]=2[N:9]=1)[C:2]#[CH:3].Br[CH2:20][C:21]([C:23]1[CH:28]=[CH:27][C:26]([CH3:29])=[CH:25][CH:24]=1)=[O:22], predict the reaction product. The product is: [CH2:1]([N:4]([C:5]1[S:6][C:7]2[CH:13]=[C:12]([O:14][C:15]([F:18])([F:17])[F:16])[CH:11]=[CH:10][C:8]=2[N:9]=1)[CH2:20][C:21]([C:23]1[CH:28]=[CH:27][C:26]([CH3:29])=[CH:25][CH:24]=1)=[O:22])[C:2]#[CH:3]. (4) Given the reactants [Cl:1][C:2]1[C:7]([C:8]2[N:9]=[C:10]([C:20]([CH3:23])([CH3:22])[CH3:21])[S:11][C:12]=2[C:13]2[CH:18]=[CH:17][N:16]=[C:15](Cl)[N:14]=2)=[CH:6][CH:5]=[CH:4][C:3]=1[NH:24][S:25]([C:28]1[CH:33]=[C:32]([F:34])[CH:31]=[CH:30][C:29]=1[F:35])(=[O:27])=[O:26].[OH-].[NH4+:37], predict the reaction product. The product is: [NH2:37][C:15]1[N:14]=[C:13]([C:12]2[S:11][C:10]([C:20]([CH3:22])([CH3:21])[CH3:23])=[N:9][C:8]=2[C:7]2[C:2]([Cl:1])=[C:3]([NH:24][S:25]([C:28]3[CH:33]=[C:32]([F:34])[CH:31]=[CH:30][C:29]=3[F:35])(=[O:26])=[O:27])[CH:4]=[CH:5][CH:6]=2)[CH:18]=[CH:17][N:16]=1. (5) Given the reactants [NH2:1][C@H:2]1[CH2:7][CH2:6][CH2:5][C@H:4]([NH:8][C:9]2[N:18]=[C:17]([N:19]([CH3:21])[CH3:20])[C:16]3[C:11](=[CH:12][CH:13]=[CH:14][CH:15]=3)[N:10]=2)[CH2:3]1.[S:22]1[CH:26]=[CH:25][C:24]([CH:27]=O)=[CH:23]1.[BH3-]C#N.[Na+], predict the reaction product. The product is: [CH3:20][N:19]([CH3:21])[C:17]1[C:16]2[C:11](=[CH:12][CH:13]=[CH:14][CH:15]=2)[N:10]=[C:9]([NH:8][C@H:4]2[CH2:5][CH2:6][CH2:7][C@H:2]([NH:1][CH2:27][C:24]3[CH:25]=[CH:26][S:22][CH:23]=3)[CH2:3]2)[N:18]=1. (6) Given the reactants [NH2:1][C:2]1[N:7]=[C:6](Br)[C:5]([C:9]#[N:10])=[C:4]([S:11][CH3:12])[N:3]=1.C(=O)([O-])[O-].[Cs+].[Cs+].[CH3:19][C:20]1[CH:24]=[CH:23][NH:22][N:21]=1, predict the reaction product. The product is: [NH2:1][C:2]1[N:7]=[C:6]([N:22]2[CH:23]=[CH:24][C:20]([CH3:19])=[N:21]2)[C:5]([C:9]#[N:10])=[C:4]([S:11][CH3:12])[N:3]=1. (7) Given the reactants [CH:1]1([NH:4][C:5](=[O:53])[NH:6][C:7]2[CH:51]=[CH:50][C:10]([O:11][C:12]3[CH:17]=[CH:16][N:15]=[C:14]4[CH:18]=[C:19]([C:21]5[N:26]=[CH:25][C:24]([CH2:27][N:28]([CH:35]6[CH2:38][N:37]([C:39](=[O:49])[CH2:40][O:41][CH2:42][CH2:43][O:44][CH2:45][CH2:46][O:47][CH3:48])[CH2:36]6)[CH2:29][C:30]([O:32]CC)=[O:31])=[CH:23][CH:22]=5)[S:20][C:13]=34)=[C:9]([F:52])[CH:8]=2)[CH2:3][CH2:2]1.[OH-].[Na+], predict the reaction product. The product is: [CH:1]1([NH:4][C:5](=[O:53])[NH:6][C:7]2[CH:51]=[CH:50][C:10]([O:11][C:12]3[CH:17]=[CH:16][N:15]=[C:14]4[CH:18]=[C:19]([C:21]5[N:26]=[CH:25][C:24]([CH2:27][N:28]([CH:35]6[CH2:36][N:37]([C:39](=[O:49])[CH2:40][O:41][CH2:42][CH2:43][O:44][CH2:45][CH2:46][O:47][CH3:48])[CH2:38]6)[CH2:29][C:30]([OH:32])=[O:31])=[CH:23][CH:22]=5)[S:20][C:13]=34)=[C:9]([F:52])[CH:8]=2)[CH2:2][CH2:3]1. (8) Given the reactants [CH3:1][S:2]([N:5]1[CH2:10][CH2:9][N:8]([C:11]2[CH:16]=[CH:15][C:14]([O:17][CH2:18][C:19]([F:22])([F:21])[F:20])=[CH:13][N:12]=2)[CH2:7][CH2:6]1)(=[O:4])=[O:3].[Li+].C[Si]([N-][Si](C)(C)C)(C)C.[N:33]1[CH:38]=[CH:37][CH:36]=[N:35][C:34]=1[CH2:39][CH2:40][C:41](OCC)=[O:42], predict the reaction product. The product is: [N:33]1[CH:38]=[CH:37][CH:36]=[N:35][C:34]=1[CH2:39][CH2:40][C:41](=[O:42])[CH2:1][S:2]([N:5]1[CH2:10][CH2:9][N:8]([C:11]2[CH:16]=[CH:15][C:14]([O:17][CH2:18][C:19]([F:22])([F:20])[F:21])=[CH:13][N:12]=2)[CH2:7][CH2:6]1)(=[O:4])=[O:3]. (9) Given the reactants [CH2:1]([O:3][C:4]1[CH:5]=[C:6]2[C:11](=[C:12]3[CH2:16][C:15]([CH3:18])([CH3:17])[O:14][C:13]=13)[C:10]([C:19]1[CH:24]=[CH:23][C:22](/[CH:25]=[C:26](\[CH3:32])/[C:27]([O:29]CC)=[O:28])=[CH:21][CH:20]=1)=[N:9][C:8]([CH3:34])([CH3:33])[CH2:7]2)[CH3:2].[OH-].[Na+].Cl, predict the reaction product. The product is: [CH2:1]([O:3][C:4]1[CH:5]=[C:6]2[C:11](=[C:12]3[CH2:16][C:15]([CH3:18])([CH3:17])[O:14][C:13]=13)[C:10]([C:19]1[CH:20]=[CH:21][C:22](/[CH:25]=[C:26](\[CH3:32])/[C:27]([OH:29])=[O:28])=[CH:23][CH:24]=1)=[N:9][C:8]([CH3:33])([CH3:34])[CH2:7]2)[CH3:2].